From a dataset of Full USPTO retrosynthesis dataset with 1.9M reactions from patents (1976-2016). Predict the reactants needed to synthesize the given product. (1) Given the product [Cl:17][C:12]1[CH:13]=[CH:14][CH:15]=[CH:16][C:11]=1[C:6]1[C:5]([OH:18])=[C:4]([CH:1]=[CH:2][CH3:3])[CH:9]=[CH:8][C:7]=1[Cl:10], predict the reactants needed to synthesize it. The reactants are: [CH2:1]([C:4]1[CH:9]=[CH:8][C:7]([Cl:10])=[C:6]([C:11]2[CH:16]=[CH:15][CH:14]=[CH:13][C:12]=2[Cl:17])[C:5]=1[OH:18])[CH:2]=[CH2:3]. (2) Given the product [CH3:1][CH2:2][NH:3][C@@H:4]1[C:11]2[CH:12]=[C:13]([S:15]([NH2:18])(=[O:17])=[O:16])[S:14][C:10]=2[S:7](=[O:8])(=[O:9])[C@@H:6]([CH3:19])[CH2:5]1, predict the reactants needed to synthesize it. The reactants are: [CH3:1][CH2:2][NH:3][C@@H:4]1[C:11]2[CH:12]=[C:13]([S:15]([NH2:18])(=[O:17])=[O:16])[S:14][C:10]=2[S:7](=[O:9])(=[O:8])[C@@H:6]([CH3:19])[CH2:5]1.Cl. (3) Given the product [Cl:29][C:30]1[CH:31]=[C:32]([S:37]([N:40]([CH3:42])[CH3:41])(=[O:39])=[O:38])[CH:33]=[CH:34][C:35]=1[O:1][C:2]1[CH:3]=[C:4]([CH:14]=[C:15]([O:17][C@@H:18]([CH3:22])[CH2:19][O:20][CH3:21])[CH:16]=1)[C:5]([NH:7][C:8]1[CH:12]=[CH:11][N:10]([CH3:13])[N:9]=1)=[O:6], predict the reactants needed to synthesize it. The reactants are: [OH:1][C:2]1[CH:3]=[C:4]([CH:14]=[C:15]([O:17][C@@H:18]([CH3:22])[CH2:19][O:20][CH3:21])[CH:16]=1)[C:5]([NH:7][C:8]1[CH:12]=[CH:11][N:10]([CH3:13])[N:9]=1)=[O:6].C(=O)([O-])[O-].[K+].[K+].[Cl:29][C:30]1[CH:31]=[C:32]([S:37]([N:40]([CH3:42])[CH3:41])(=[O:39])=[O:38])[CH:33]=[CH:34][C:35]=1F. (4) Given the product [CH2:1]([C:3]1[CH:11]=[CH:10][C:9]2[N:8]([CH2:28][CH2:27][C:24]3[CH:23]=[N:22][C:21]([C:20]([F:30])([F:19])[F:29])=[CH:26][CH:25]=3)[C:7]3[CH2:12][CH2:13][N:14]([CH3:16])[CH2:15][C:6]=3[C:5]=2[CH:4]=1)[CH3:2], predict the reactants needed to synthesize it. The reactants are: [CH2:1]([C:3]1[CH:11]=[CH:10][C:9]2[NH:8][C:7]3[CH2:12][CH2:13][N:14]([CH3:16])[CH2:15][C:6]=3[C:5]=2[CH:4]=1)[CH3:2].[OH-].[K+].[F:19][C:20]([F:30])([F:29])[C:21]1[CH:26]=[CH:25][C:24]([CH:27]=[CH2:28])=[CH:23][N:22]=1. (5) Given the product [Br:1][C:2]1[S:14][C:5]2[N:6]([CH3:17])[C:7]([C:9]([O:11][CH2:12][CH3:13])=[O:10])=[CH:8][C:4]=2[CH:3]=1, predict the reactants needed to synthesize it. The reactants are: [Br:1][C:2]1[S:14][C:5]2[NH:6][C:7]([C:9]([O:11][CH2:12][CH3:13])=[O:10])=[CH:8][C:4]=2[CH:3]=1.[H-].[Na+].[CH3:17]I.